Dataset: Full USPTO retrosynthesis dataset with 1.9M reactions from patents (1976-2016). Task: Predict the reactants needed to synthesize the given product. Given the product [C:35]([OH:42])(=[O:41])/[CH:36]=[CH:37]\[C:38]([OH:40])=[O:39].[CH:1]([NH:4][C:5]([N:7]1[CH2:12][CH2:11][CH:10]([CH2:13][N:14]2[CH2:19][CH2:18][C@H:17]([NH:20][C:21](=[O:32])[C:22]3[CH:27]=[C:26]([Cl:28])[C:25]([NH2:29])=[CH:24][C:23]=3[O:30][CH3:31])[C@H:16]([O:33][CH3:34])[CH2:15]2)[CH2:9][CH2:8]1)=[O:6])([CH3:3])[CH3:2], predict the reactants needed to synthesize it. The reactants are: [CH:1]([NH:4][C:5]([N:7]1[CH2:12][CH2:11][CH:10]([CH2:13][N:14]2[CH2:19][CH2:18][C@H:17]([NH:20][C:21](=[O:32])[C:22]3[CH:27]=[C:26]([Cl:28])[C:25]([NH2:29])=[CH:24][C:23]=3[O:30][CH3:31])[C@H:16]([O:33][CH3:34])[CH2:15]2)[CH2:9][CH2:8]1)=[O:6])([CH3:3])[CH3:2].[C:35]([OH:42])(=[O:41])/[CH:36]=[CH:37]\[C:38]([OH:40])=[O:39].